This data is from Peptide-MHC class I binding affinity with 185,985 pairs from IEDB/IMGT. The task is: Regression. Given a peptide amino acid sequence and an MHC pseudo amino acid sequence, predict their binding affinity value. This is MHC class I binding data. (1) The binding affinity (normalized) is 0. The peptide sequence is VSLRRAVL. The MHC is H-2-Db with pseudo-sequence H-2-Db. (2) The peptide sequence is RIYKTIKQY. The MHC is HLA-B48:01 with pseudo-sequence HLA-B48:01. The binding affinity (normalized) is 0.0847.